Task: Binary Classification. Given a drug SMILES string, predict its activity (active/inactive) in a high-throughput screening assay against a specified biological target.. Dataset: M1 muscarinic receptor agonist screen with 61,833 compounds (1) The compound is O(C(=O)N1CCN(CC1)c1ccc(NC(=O)c2ncc(nc2)C)cc1)C(C)(C)C. The result is 0 (inactive). (2) The result is 0 (inactive). The drug is S(=O)(=O)(N(C1CCCCC1)C)c1cc2c(n(cc(c2=O)C(=O)NCCCOC)CC)cc1. (3) The compound is S(c1[nH]n2c(=O)c3CN(CCc3nc2n1)Cc1ccccc1)C. The result is 0 (inactive). (4) The compound is O1CCN(CC1)C(Oc1cc2c(cc1)ccc(OC(=O)N1CCOCC1)c2)=O. The result is 0 (inactive). (5) The compound is O1CCN(P(Oc2ccccc2)(=O)C)C1=O. The result is 0 (inactive). (6) The drug is S(=O)(=O)(NCc1n(CCC)c2c(n1)cccc2)c1ccc(cc1)C. The result is 0 (inactive). (7) The drug is o1c2c(c(c1C)C(OCCOC)=O)cc(OCC(C)=C)cc2. The result is 0 (inactive). (8) The molecule is Fc1ccc(N2CCN(CC2)CC(=O)Nc2cc(OC)ccc2)cc1. The result is 0 (inactive). (9) The molecule is o1c(Cn2nnnc2CN2CCN(C3CCCC3)CC2)ccc1. The result is 0 (inactive).